Dataset: Forward reaction prediction with 1.9M reactions from USPTO patents (1976-2016). Task: Predict the product of the given reaction. (1) Given the reactants [CH2:1]([OH:5])[CH2:2][CH2:3][CH3:4].[C:6]([OH:9])(=[O:8])[CH3:7].C(O)(=[O:12])C.[CH2:14](O)[CH2:15][CH2:16]C, predict the reaction product. The product is: [CH:15]1[CH:16]=[C:2]2[C:1]([C:6]([OH:9])([OH:8])[C:7](=[O:12])[C:3]2=[CH:4][CH:14]=1)=[O:5]. (2) Given the reactants [OH:1][CH2:2][CH2:3][CH:4]1[NH:9][CH2:8][CH:7]([C:10]([O:12][CH3:13])=[O:11])[CH2:6][CH2:5]1.[CH3:14][C:15]([O:18][C:19](O[C:19]([O:18][C:15]([CH3:17])([CH3:16])[CH3:14])=[O:20])=[O:20])([CH3:17])[CH3:16].C1COCC1, predict the reaction product. The product is: [OH:1][CH2:2][CH2:3][CH:4]1[N:9]([C:19]([O:18][C:15]([CH3:17])([CH3:16])[CH3:14])=[O:20])[CH2:8][CH:7]([C:10]([O:12][CH3:13])=[O:11])[CH2:6][CH2:5]1. (3) Given the reactants Cl[C:2]1[C:14]2[C:13]3[CH:12]=[CH:11][C:10]([C:15]([O:17][CH3:18])=[O:16])=[CH:9][C:8]=3[NH:7][C:6]=2[C:5]([C:19]#[N:20])=[CH:4][N:3]=1.[CH3:21][C:22]1[C:27](B2OC(C)(C)C(C)(C)O2)=[CH:26][CH:25]=[CH:24][C:23]=1[N:37]1[C:46](=[O:47])[C:45]2[C:40](=[CH:41][CH:42]=[CH:43][CH:44]=2)[N:39]=[CH:38]1.C(=O)([O-])[O-].[Na+].[Na+], predict the reaction product. The product is: [CH3:18][O:17][C:15]([C:10]1[CH:11]=[CH:12][C:13]2[C:14]3[C:2]([C:27]4[CH:26]=[CH:25][CH:24]=[C:23]([N:37]5[C:46](=[O:47])[C:45]6[C:40](=[CH:41][CH:42]=[CH:43][CH:44]=6)[N:39]=[CH:38]5)[C:22]=4[CH3:21])=[N:3][CH:4]=[C:5]([C:19]#[N:20])[C:6]=3[NH:7][C:8]=2[CH:9]=1)=[O:16]. (4) The product is: [CH3:38][N:20]([S:21]([C:24]1[CH:25]=[CH:26][C:27]([C:30]2[CH:35]=[CH:34][CH:33]=[C:32]([S:36][CH3:37])[CH:31]=2)=[CH:28][CH:29]=1)(=[O:23])=[O:22])[CH:19]1[C:13]2[CH:12]=[CH:11][CH:10]=[C:9]([O:8][CH2:7][C:6]([OH:39])=[O:5])[C:14]=2[CH2:15][CH2:16][CH2:17][CH2:18]1. Given the reactants C([O:5][C:6](=[O:39])[CH2:7][O:8][C:9]1[C:14]2[CH2:15][CH2:16][CH2:17][CH2:18][CH:19]([N:20]([CH3:38])[S:21]([C:24]3[CH:29]=[CH:28][C:27]([C:30]4[CH:35]=[CH:34][CH:33]=[C:32]([S:36][CH3:37])[CH:31]=4)=[CH:26][CH:25]=3)(=[O:23])=[O:22])[C:13]=2[CH:12]=[CH:11][CH:10]=1)(C)(C)C.[OH-].[Na+], predict the reaction product. (5) Given the reactants [NH:1]1[CH2:6][CH2:5][CH:4](C2C=CC(NC(C3C(C4C=CC(C(F)(F)F)=CC=4)=CC=CC=3)=O)=CC=2)[CH2:3][CH2:2]1.C([O-])([O-])=O.[Na+].[Na+].Br[CH:39](C1C=CC=CC=1)[C:40]([O:42]C)=[O:41], predict the reaction product. The product is: [N:1]1([CH2:39][C:40]([OH:42])=[O:41])[CH2:2][CH2:3][CH2:4][CH2:5][CH2:6]1.